From a dataset of Full USPTO retrosynthesis dataset with 1.9M reactions from patents (1976-2016). Predict the reactants needed to synthesize the given product. (1) Given the product [Br:1][C:2]1[CH:3]=[CH:4][C:5]([C:6]2([C:8]3[CH:13]=[CH:12][CH:11]=[CH:10][CH:9]=3)[O:19][CH2:18][C:17]([CH3:22])([CH3:20])[CH2:16][O:7]2)=[CH:14][CH:15]=1, predict the reactants needed to synthesize it. The reactants are: [Br:1][C:2]1[CH:15]=[CH:14][C:5]([C:6]([C:8]2[CH:13]=[CH:12][CH:11]=[CH:10][CH:9]=2)=[O:7])=[CH:4][CH:3]=1.[CH3:16][C:17]([CH3:22])([CH2:20]O)[CH2:18][OH:19].CC1C=CC(S(O)(=O)=O)=CC=1.C(=O)([O-])[O-].[Na+].[Na+]. (2) Given the product [NH2:2][C:5]1[CH:10]=[CH:9][C:8]([CH:11]([NH2:13])[CH3:12])=[CH:7][CH:6]=1, predict the reactants needed to synthesize it. The reactants are: Cl.[N+:2]([C:5]1[CH:10]=[CH:9][C:8]([CH:11]([NH2:13])[CH3:12])=[CH:7][CH:6]=1)([O-])=O. (3) Given the product [F:1][C:2]([F:13])([F:14])[C:3]([C:5]1[CH:10]=[CH:9][C:8]([OH:11])=[CH:7][CH:6]=1)=[O:4], predict the reactants needed to synthesize it. The reactants are: [F:1][C:2]([F:14])([F:13])[C:3]([C:5]1[CH:10]=[CH:9][C:8]([O:11]C)=[CH:7][CH:6]=1)=[O:4].[Cl-].[Li+].Cl. (4) Given the product [F:31][C:2]([F:30])([F:1])[O:3][C:4]1[CH:29]=[CH:28][C:7]([CH2:8][C@:9]23[CH2:16][C@H:15]([N:17]4[CH:39]=[CH:43][CH:42]=[CH:41]4)[CH2:14][N:13]2[C:12](=[O:18])[N:11]([C:19]2[CH:24]=[C:23]([Cl:25])[N:22]=[C:21]([Cl:26])[CH:20]=2)[C:10]3=[O:27])=[CH:6][CH:5]=1, predict the reactants needed to synthesize it. The reactants are: [F:1][C:2]([F:31])([F:30])[O:3][C:4]1[CH:29]=[CH:28][C:7]([CH2:8][C@:9]23[CH2:16][C@H:15]([NH2:17])[CH2:14][N:13]2[C:12](=[O:18])[N:11]([C:19]2[CH:24]=[C:23]([Cl:25])[N:22]=[C:21]([Cl:26])[CH:20]=2)[C:10]3=[O:27])=[CH:6][CH:5]=1.C([O-])(=O)C.[Na+].CO[C:39]1O[C:41](OC)=[CH:42][CH:43]=1.C([O-])(O)=O.[Na+]. (5) Given the product [CH:23]1([C:19]2[CH:20]=[C:21]([CH3:22])[C:16]([N:13]3[CH2:14][CH2:15][N:10]([C:8]([C:5]4[N:6]=[CH:7][C:2]([N:29]5[C@H:28]([CH2:26][CH3:27])[CH2:32][O:31][C:30]5=[O:33])=[N:3][CH:4]=4)=[O:9])[CH2:11][CH2:12]3)=[N:17][CH:18]=2)[CH2:25][CH2:24]1, predict the reactants needed to synthesize it. The reactants are: Br[C:2]1[N:3]=[CH:4][C:5]([C:8]([N:10]2[CH2:15][CH2:14][N:13]([C:16]3[C:21]([CH3:22])=[CH:20][C:19]([CH:23]4[CH2:25][CH2:24]4)=[CH:18][N:17]=3)[CH2:12][CH2:11]2)=[O:9])=[N:6][CH:7]=1.[CH2:26]([C@@H:28]1[CH2:32][O:31][C:30](=[O:33])[NH:29]1)[CH3:27].